This data is from Full USPTO retrosynthesis dataset with 1.9M reactions from patents (1976-2016). The task is: Predict the reactants needed to synthesize the given product. Given the product [CH2:1]([O:8][CH2:9][C:10]12[CH2:17][CH2:16][CH:13]([N:12]3[CH2:18][CH2:19][S:20](=[O:22])(=[O:21])[N:23]=[C:11]31)[CH2:14][CH2:15]2)[C:2]1[CH:7]=[CH:6][CH:5]=[CH:4][CH:3]=1, predict the reactants needed to synthesize it. The reactants are: [CH2:1]([O:8][CH2:9][C:10]12[CH2:17][CH2:16][CH:13]([CH2:14][CH2:15]1)[N:12]([CH2:18][CH2:19][S:20]([NH2:23])(=[O:22])=[O:21])[C:11]2=O)[C:2]1[CH:7]=[CH:6][CH:5]=[CH:4][CH:3]=1.